Dataset: Peptide-MHC class II binding affinity with 134,281 pairs from IEDB. Task: Regression. Given a peptide amino acid sequence and an MHC pseudo amino acid sequence, predict their binding affinity value. This is MHC class II binding data. (1) The peptide sequence is SVDFTHNQNNTDCLR. The MHC is DRB1_0101 with pseudo-sequence DRB1_0101. The binding affinity (normalized) is 0.0337. (2) The peptide sequence is RTEQKDFDGRSEFAY. The MHC is DRB1_0101 with pseudo-sequence DRB1_0101. The binding affinity (normalized) is 0.217. (3) The peptide sequence is DLGRNEVVNDVSTFS. The MHC is HLA-DPA10103-DPB10301 with pseudo-sequence HLA-DPA10103-DPB10301. The binding affinity (normalized) is 0.0190. (4) The peptide sequence is NGSQFFLCTAKTAWL. The MHC is DRB1_0401 with pseudo-sequence DRB1_0401. The binding affinity (normalized) is 0.427. (5) The peptide sequence is GELQIVDKIDAAFKW. The MHC is DRB1_1501 with pseudo-sequence DRB1_1501. The binding affinity (normalized) is 0.360.